This data is from Peptide-MHC class I binding affinity with 185,985 pairs from IEDB/IMGT. The task is: Regression. Given a peptide amino acid sequence and an MHC pseudo amino acid sequence, predict their binding affinity value. This is MHC class I binding data. The peptide sequence is KFKAFVFAW. The binding affinity (normalized) is 1.00. The MHC is HLA-A11:01 with pseudo-sequence HLA-A11:01.